From a dataset of Reaction yield outcomes from USPTO patents with 853,638 reactions. Predict the reaction yield, written as a fraction of the theoretical maximum amount of product (1.0 means a 100% yield; for example, 0.34 means a 34% yield). (1) The reactants are [OH-].[K+].C(OC([N:10]1[CH2:16][CH2:15][C:14]2[C:17](SC(=O)N(C)C)=[C:18](Cl)[CH:19]=[CH:20][C:13]=2[CH2:12][CH2:11]1)=O)(C)(C)C.C(N(CC)CC)C. The catalyst is CO.CCCCCC.CCOC(C)=O. The product is [CH2:15]1[C:14]2[CH:17]=[CH:18][CH:19]=[CH:20][C:13]=2[CH2:12][CH2:11][NH:10][CH2:16]1. The yield is 0.790. (2) The reactants are [NH:1]1[C:9]2[C:4](=[CH:5][C:6]([C:10]([OH:12])=O)=[CH:7][CH:8]=2)[CH:3]=[N:2]1.[NH:13]1[CH2:18][CH2:17][CH2:16][C@@H:15]2[C:19]3[CH:20]=[CH:21][CH:22]=[CH:23][C:24]=3[CH2:25][C@H:14]12.F[P-](F)(F)(F)(F)F.N1(OC(N(C)C)=[N+](C)C)C2N=CC=CC=2N=N1. No catalyst specified. The product is [N:13]1([C:10]([C:6]2[CH:5]=[C:4]3[C:9](=[CH:8][CH:7]=2)[NH:1][N:2]=[CH:3]3)=[O:12])[CH2:18][CH2:17][CH2:16][C@@H:15]2[C:19]3[CH:20]=[CH:21][CH:22]=[CH:23][C:24]=3[CH2:25][C@H:14]12. The yield is 0.310. (3) The reactants are Br[C:2]1[CH:14]=[N:13][C:5]2[NH:6][C:7](=[O:12])[CH2:8][N:9]([CH3:11])[CH2:10][C:4]=2[CH:3]=1.[C:15]([O:19][C:20]([CH3:23])([CH3:22])[CH3:21])(=[O:18])[CH:16]=[CH2:17].C(N(C(C)C)C(C)C)C.CC1C=CC=CC=1P(C1C=CC=CC=1C)C1C=CC=CC=1C. The catalyst is C(#N)CC.CN(C=O)C.C(Cl)Cl.CC([O-])=O.CC([O-])=O.[Pd+2]. The product is [C:20]([O:19][C:15](=[O:18])/[CH:16]=[CH:17]/[C:2]1[CH:14]=[N:13][C:5]2[NH:6][C:7](=[O:12])[CH2:8][N:9]([CH3:11])[CH2:10][C:4]=2[CH:3]=1)([CH3:23])([CH3:22])[CH3:21]. The yield is 0.800. (4) The reactants are [C-:1]#[N:2].[Na+].[N:4]1[CH:9]=[CH:8][C:7]([O:10][C:11]2[CH:17]=[CH:16][C:14]([NH2:15])=[CH:13][CH:12]=2)=[CH:6][CH:5]=1.[C:18]1(=O)[CH2:21][CH2:20][CH2:19]1. The catalyst is CC(O)=O. The product is [N:4]1[CH:5]=[CH:6][C:7]([O:10][C:11]2[CH:17]=[CH:16][C:14]([NH:15][C:18]3([C:1]#[N:2])[CH2:21][CH2:20][CH2:19]3)=[CH:13][CH:12]=2)=[CH:8][CH:9]=1. The yield is 0.650. (5) The reactants are [NH2:1][C:2]1[S:3][C:4]2[C:10]([C:11]3[CH:16]=[CH:15][CH:14]=[CH:13][CH:12]=3)=[CH:9][CH:8]=[C:7]([O:17][CH3:18])[C:5]=2[N:6]=1.[C:19](Cl)(=[O:26])[C:20]1[CH:25]=[CH:24][CH:23]=[CH:22][CH:21]=1.Cl. The catalyst is N1C=CC=CC=1. The product is [CH3:18][O:17][C:7]1[C:5]2[N:6]=[C:2]([NH:1][C:19](=[O:26])[C:20]3[CH:25]=[CH:24][CH:23]=[CH:22][CH:21]=3)[S:3][C:4]=2[C:10]([C:11]2[CH:16]=[CH:15][CH:14]=[CH:13][CH:12]=2)=[CH:9][CH:8]=1. The yield is 0.690.